This data is from Forward reaction prediction with 1.9M reactions from USPTO patents (1976-2016). The task is: Predict the product of the given reaction. Given the reactants [Cl:1][C:2]1[CH:7]=[CH:6][CH:5]=[CH:4][C:3]=1I.CC1(C)C(C)(C)OB([C:17]2[CH:21]=[CH:20][NH:19][N:18]=2)O1.C(=O)([O-])[O-].[Cs+].[Cs+], predict the reaction product. The product is: [Cl:1][C:2]1[CH:7]=[CH:6][CH:5]=[CH:4][C:3]=1[C:17]1[CH:21]=[CH:20][NH:19][N:18]=1.